Dataset: Reaction yield outcomes from USPTO patents with 853,638 reactions. Task: Predict the reaction yield, written as a fraction of the theoretical maximum amount of product (1.0 means a 100% yield; for example, 0.34 means a 34% yield). (1) The yield is 0.0200. The product is [Cl:1][C:2]1[CH:7]=[C:6]([N:8]2[CH2:12][CH2:11][N:10]([C:15]3[CH:16]=[N:17][CH:18]=[CH:19][C:20]=3[CH:21]3[CH2:25][CH2:24][CH2:23][CH2:22]3)[C:9]2=[O:13])[CH:5]=[CH:4][N:3]=1. The catalyst is [Cu](I)I.O1CCOCC1. The reactants are [Cl:1][C:2]1[CH:7]=[C:6]([N:8]2[CH2:12][CH2:11][NH:10][C:9]2=[O:13])[CH:5]=[CH:4][N:3]=1.Br[C:15]1[CH:16]=[N:17][CH:18]=[CH:19][C:20]=1[CH:21]1[CH2:25][CH2:24][CH2:23][CH2:22]1.CN[C@@H]1CCCC[C@H]1NC.P([O-])([O-])([O-])=O.[K+].[K+].[K+]. (2) The reactants are [CH2:1]([O:8][C:9]1[CH:14]=[CH:13][C:12]([CH:15]([OH:18])[CH2:16]Br)=[CH:11][C:10]=1[NH:19][S:20]([CH3:23])(=[O:22])=[O:21])[C:2]1[CH:7]=[CH:6][CH:5]=[CH:4][CH:3]=1.[I-].[Na+].[N-:26]=[N+:27]=[N-:28].[Na+]. The catalyst is CS(C)=O. The product is [N:26]([CH2:16][C@@H:15]([C:12]1[CH:13]=[CH:14][C:9]([O:8][CH2:1][C:2]2[CH:7]=[CH:6][CH:5]=[CH:4][CH:3]=2)=[C:10]([NH:19][S:20]([CH3:23])(=[O:22])=[O:21])[CH:11]=1)[OH:18])=[N+:27]=[N-:28]. The yield is 0.940.